Dataset: Full USPTO retrosynthesis dataset with 1.9M reactions from patents (1976-2016). Task: Predict the reactants needed to synthesize the given product. Given the product [CH2:1]([NH:5][S:6]([Cl:11])(=[O:9])=[O:7])[CH2:2][CH2:3][CH3:4], predict the reactants needed to synthesize it. The reactants are: [CH2:1]([NH:5][S:6](=[O:9])(=O)[OH:7])[CH2:2][CH2:3][CH3:4].P(Cl)(Cl)(Cl)(Cl)[Cl:11].